The task is: Regression. Given a target protein amino acid sequence and a drug SMILES string, predict the binding affinity score between them. We predict pKi (pKi = -log10(Ki in M); higher means stronger inhibition). Dataset: bindingdb_ki.. This data is from Drug-target binding data from BindingDB using Ki measurements. (1) The small molecule is NC1C=C(C(=O)[O-])OC1. The target protein (P50554) has sequence MAFLLTTRRLVCSSQKNLHLFTPGSRYISQAAAKVDFEFDYDGPLMKTEVPGPRSQELMKQLNTIQNAEAVHFFCNYEESRGNYLVDVDGNRMLDLYSQISSVPIGYNHPALAKLVQQPQNASTFINRPALGILPPENFVDKLRESLMSVAPKGMCQLITMACGSCSNENAFKTIFMWYRSKERGQRGFSKEELETCMVNQSPGCPDYSILSFMGAFHGRTMGCLATTHSKAIHKIDIPSFDWPIAPFPRLKYPLEEFVTDNQQEEARCLEEVEDLIVKYRKKKRTVAGIIVEPIQSEGGDNHASDDFFRKLRDIARKHGCAFLVDEVQTGGGCTGKFWAHEHWGLDDPADVMSFSKKMMTGGFFHKEEFRPSAPYRIFNTWLGDPSKNLLLAEVINIIKREDLLNNVAHAGKTLLTGLLDLQAQYPQFVSRVRGRGTFCSFDTPDEAIRNKLILIARNKGVVLGGCGDKSIRFRPTLVFRDHHAHLFLNIFSGILADFK.... The pKi is 5.2. (2) The small molecule is COc1cc2c(CCNC(C)=O)c[nH]c2cc1O. The target protein (O02781) has sequence YCYICHSLKYDRWYSNRNSLCCVFLICVLTLVAIVPNLCMGTLQYDPRIYSCTFAQSVSSAYTIAVVVFHFLVPMVIVIFRYLRIWVLVLQIRWRAKPENNPRLKPQDFRNFVTMFVVFVLFAICWAPLNFIGLAVASDPASMAPRIPEWLFVA. The pKi is 8.0. (3) The small molecule is NCCc1c[nH]c2ccc(O)cc12. The target protein (P28334) has sequence MEEQGIQCAPPPPAASQTGVPLTNLSHNCSADGYIYQDSIALPWKVLLVALLALITLATTLSNAFVIATVYRTRKLHTPANYLIASLAVTDLLVSILVMPISTMYTVTGRWTLGQVVCDFWLSSDITCCTASIMHLCVIALDRYWAITDAVEYSAKRTPKRAAIMIVLVWVFSISISLPPFFWRQAKAEEEMLDCFVNTDHVLYTVYSTVGAFYLPTLLLIALYGRIYVEARSRILKQTPNKTGKRLTRAQLITDSPGSTSSVTSINSRAPDVPSESGSPVYVNQVKVRVSDALLEKKKLMAARERKATKTLGIILGAFIVCWLPFFIISLVMPICKDACWFHMAIFDFFNWLGYLNSLINPIIYTMSNEDFKQAFHKLIRFKCAG. The pKi is 7.4. (4) The drug is O=C(CCC(F)(F)C(F)(F)C(F)(F)C(F)(F)F)NCCCCNC(=S)N1[C@H]2OC[C@@H]1[C@@H](O)[C@H](O)[C@H]2O. The target protein (C0HJB3) has sequence MKYNTGAGTVPEQLNVHLVPHSHDDVGWLKTVDQYYVGSENYIQEACVENVLDSVVMSLQRDPNRKFVFGEMAFFHRWWLEQTPETKELKLVKAGQLEFVNGGWCMHDEATTHYIDMIDHTTLGHRFLQEQFNKIPRAGWQIDPFGHSAVQGYLLGAELGFDSVHFARIDYQDREKRKGEKSLEVVWRGSKTFGSSAQIFANAFPGHYGPPNGFNFEVRNNFVPLQDDPRLFDTNVEERVQNFLDAALTQAKLTRTNHLMWTMGDDFQYQYAESWFKQMDKLLHHVNKDGRVNALYSTPSLYTEAKNAANQTWPLKIDDYFPYADGRNAYWTGFYTSRMLSGYYLATRHSGFFAGKKSTKYHAFDLADALGIAQHHDAVSGTAKQHTTNDYAKRLALGASKAEAVVSSSLACLTSKQSADQCSAPASAFSQCHLFNISYCPPTESSLPDDKSLVVVVYNPLGWSRNEIVRIPVNDANLVVKDSSGNKLEVQYVEMDDVTA.... The pKi is 4.0. (5) The compound is COc1cncc(C=O)c1. The target protein sequence is MGVVQNEQDIREKMKNELISLVNEIDLIPELDRLLDDFIENKTWNEDTQELFTRVVLKPFTTLRTSLLVVDFQNDFVTGSLSIKEGDAEQDPLEALPHVNNLLENLNWNMIVYTQDWHPSNHISFFEHARNPDRELAPEDKSRKLRPFDIVRFVKPVSTIQVLYPSHCIQGGWGSQLHLGLQRIDGAHYIKKGADVYVDAYSAFSDNCGIKQSELEMLLRKNDINAVIGCGLAYDICVMHTLKDASKHGFLTCIVKSGSKGLSSLKMDEANKMFQKRGVAIIDDEMAQLISRREAFPIEWIRLLVHQAQSELHGKK. The pKi is 6.8.